Dataset: Reaction yield outcomes from USPTO patents with 853,638 reactions. Task: Predict the reaction yield, written as a fraction of the theoretical maximum amount of product (1.0 means a 100% yield; for example, 0.34 means a 34% yield). (1) The reactants are [NH2:1][C:2]1[C:3]([Cl:9])=[N:4][CH:5]=[N:6][C:7]=1Cl.[Cl:10][C:11]1[CH:17]=[CH:16][C:14]([NH2:15])=[CH:13][CH:12]=1.Cl. The catalyst is CCO.O. The product is [Cl:9][C:3]1[N:4]=[CH:5][N:6]=[C:7]([NH:15][C:14]2[CH:16]=[CH:17][C:11]([Cl:10])=[CH:12][CH:13]=2)[C:2]=1[NH2:1]. The yield is 0.880. (2) The reactants are [CH3:1][N:2]([CH3:9])[CH2:3]/[CH:4]=[CH:5]/[C:6](O)=[O:7].O=C1N(P(Cl)(N2CCOC2=O)=O)CCO1.C(N(CC)C(C)C)(C)C.[NH:34]1[CH2:37][CH:36]([N:38]2[C:46]3[C:45]([O:47][C:48]4[CH:53]=[CH:52][C:51]([O:54][C:55]5[CH:60]=[CH:59][CH:58]=[CH:57][CH:56]=5)=[CH:50][CH:49]=4)=[N:44][CH:43]=[N:42][C:41]=3[CH:40]=[CH:39]2)[CH2:35]1. The catalyst is O1CCOCC1. The product is [CH3:1][N:2]([CH3:9])[CH2:3]/[CH:4]=[CH:5]/[C:6]([N:34]1[CH2:35][CH:36]([N:38]2[C:46]3[C:45]([O:47][C:48]4[CH:49]=[CH:50][C:51]([O:54][C:55]5[CH:60]=[CH:59][CH:58]=[CH:57][CH:56]=5)=[CH:52][CH:53]=4)=[N:44][CH:43]=[N:42][C:41]=3[CH:40]=[CH:39]2)[CH2:37]1)=[O:7]. The yield is 0.480. (3) The reactants are [C:1]([C:4]1[N:9]=[C:8]([C:10]2[CH:15]=[CH:14][C:13](B(O)O)=[C:12]([Cl:19])[CH:11]=2)[C:7]([CH3:20])=[N:6][C:5]=1[CH3:21])(=[O:3])[NH2:2].[Cl:22][C:23]1[CH:24]=[C:25]([CH2:37][C:38]([O:40][CH3:41])=[O:39])[CH:26]=[CH:27][C:28]=1OS(C(F)(F)F)(=O)=O.P([O-])([O-])([O-])=O.[K+].[K+].[K+].[CH3:50]OCCOC. The catalyst is C(O)C.O.Cl[Pd]Cl.C1(P(C2C=CC=CC=2)[C-]2C=CC=C2)C=CC=CC=1.[C-]1(P(C2C=CC=CC=2)C2C=CC=CC=2)C=CC=C1.[Fe+2]. The product is [C:1]([C:4]1[N:9]=[C:8]([C:10]2[CH:15]=[CH:14][C:13]([C:28]3[CH:27]=[CH:26][C:25]([CH2:37][C:38]([O:40][CH2:41][CH3:50])=[O:39])=[CH:24][C:23]=3[Cl:22])=[C:12]([Cl:19])[CH:11]=2)[C:7]([CH3:20])=[N:6][C:5]=1[CH3:21])(=[O:3])[NH2:2]. The yield is 0.193. (4) The product is [O:1]1[C:5]2[CH:6]=[CH:7][C:8]([C:10]3([C:13]([NH:15][C:16]4[CH:17]=[CH:18][C:19]([CH2:33][O:34][CH:35]([CH3:40])[CH3:36])=[C:20]([C:22]5[CH:27]=[CH:26][C:25]([C:28]([N:30]([CH3:31])[CH3:32])=[O:29])=[CH:24][CH:23]=5)[CH:21]=4)=[O:14])[CH2:11][CH2:12]3)=[CH:9][C:4]=2[O:3][CH2:2]1. The catalyst is C(O)(C)C. The yield is 0.440. The reactants are [O:1]1[C:5]2[CH:6]=[CH:7][C:8]([C:10]3([C:13]([NH:15][C:16]4[CH:17]=[CH:18][C:19]([CH2:33][OH:34])=[C:20]([C:22]5[CH:27]=[CH:26][C:25]([C:28]([N:30]([CH3:32])[CH3:31])=[O:29])=[CH:24][CH:23]=5)[CH:21]=4)=[O:14])[CH2:12][CH2:11]3)=[CH:9][C:4]=2[O:3][CH2:2]1.[C:35]1(C)[CH:40]=CC(S(O)(=O)=O)=C[CH:36]=1. (5) The reactants are [NH2:1][C:2]1[O:6][N:5]=[C:4]([CH3:7])[C:3]=1[Br:8].[C:9]1([C:19]2[CH:24]=[CH:23][CH:22]=[CH:21][CH:20]=2)[C:10]([S:15](Cl)(=[O:17])=[O:16])=[CH:11][CH:12]=[CH:13][CH:14]=1. No catalyst specified. The product is [Br:8][C:3]1[C:4]([CH3:7])=[N:5][O:6][C:2]=1[NH:1][S:15]([C:10]1[C:9]([C:19]2[CH:20]=[CH:21][CH:22]=[CH:23][CH:24]=2)=[CH:14][CH:13]=[CH:12][CH:11]=1)(=[O:17])=[O:16]. The yield is 0.710. (6) The reactants are O[CH2:2][C:3]1[CH:12]=[N:11][C:10]2[N:9]3[CH2:13][CH2:14][CH2:15][CH2:16][CH:8]3[C:7](=[O:17])[NH:6][C:5]=2[CH:4]=1.[I-].C(C[P+](C)(C)C)#N.C(N(C(C)C)C(C)C)C.Cl.[Cl:36][C:37]1[CH:42]=[CH:41][C:40]([C:43]2[CH2:44][CH2:45][NH:46][CH2:47][CH:48]=2)=[CH:39][CH:38]=1. The catalyst is C(#N)CC.O. The product is [Cl:36][C:37]1[CH:42]=[CH:41][C:40]([C:43]2[CH2:48][CH2:47][N:46]([CH2:2][C:3]3[CH:12]=[N:11][C:10]4[N:9]5[CH2:13][CH2:14][CH2:15][CH2:16][CH:8]5[C:7](=[O:17])[NH:6][C:5]=4[CH:4]=3)[CH2:45][CH:44]=2)=[CH:39][CH:38]=1. The yield is 0.180.